The task is: Binary Classification. Given a T-cell receptor sequence (or CDR3 region) and an epitope sequence, predict whether binding occurs between them.. This data is from TCR-epitope binding with 47,182 pairs between 192 epitopes and 23,139 TCRs. (1) The epitope is TPRVTGGGAM. The TCR CDR3 sequence is CASSLIGVSSYNEQFF. Result: 1 (the TCR binds to the epitope). (2) The epitope is GILGFVFTL. The TCR CDR3 sequence is CASSQAFPGQYNSPLHF. Result: 0 (the TCR does not bind to the epitope). (3) The epitope is SLFNTVATLY. The TCR CDR3 sequence is CASSQDGPGAGPYEQYF. Result: 0 (the TCR does not bind to the epitope). (4) The epitope is DPFRLLQNSQVFS. The TCR CDR3 sequence is CASSRLGDYTF. Result: 0 (the TCR does not bind to the epitope). (5) The epitope is WICLLQFAY. The TCR CDR3 sequence is CASKDIMNTEAFF. Result: 0 (the TCR does not bind to the epitope). (6) The epitope is YLDAYNMMI. The TCR CDR3 sequence is CASSPAGGSYEQYF. Result: 0 (the TCR does not bind to the epitope).